From a dataset of NCI-60 drug combinations with 297,098 pairs across 59 cell lines. Regression. Given two drug SMILES strings and cell line genomic features, predict the synergy score measuring deviation from expected non-interaction effect. (1) Drug 1: CC12CCC(CC1=CCC3C2CCC4(C3CC=C4C5=CN=CC=C5)C)O. Drug 2: CS(=O)(=O)OCCCCOS(=O)(=O)C. Cell line: RPMI-8226. Synergy scores: CSS=42.5, Synergy_ZIP=-1.10, Synergy_Bliss=5.18, Synergy_Loewe=-18.6, Synergy_HSA=-0.678. (2) Drug 1: COC1=CC(=CC(=C1O)OC)C2C3C(COC3=O)C(C4=CC5=C(C=C24)OCO5)OC6C(C(C7C(O6)COC(O7)C8=CC=CS8)O)O. Drug 2: CC1CCCC2(C(O2)CC(NC(=O)CC(C(C(=O)C(C1O)C)(C)C)O)C(=CC3=CSC(=N3)C)C)C. Cell line: A549. Synergy scores: CSS=45.5, Synergy_ZIP=2.13, Synergy_Bliss=1.54, Synergy_Loewe=2.62, Synergy_HSA=2.86.